This data is from Reaction yield outcomes from USPTO patents with 853,638 reactions. The task is: Predict the reaction yield, written as a fraction of the theoretical maximum amount of product (1.0 means a 100% yield; for example, 0.34 means a 34% yield). (1) The reactants are Br[C:2]1[C:7](=[O:8])[N:6]([CH2:9][C:10]2[CH:15]=[CH:14][C:13]([C:16]3[C:17]([C:22]#[N:23])=[CH:18][CH:19]=[CH:20][CH:21]=3)=[CH:12][CH:11]=2)[C:5]([CH2:24][CH2:25][CH2:26][CH3:27])=[N:4][C:3]=1[CH3:28].[C:29]1(B2OC(C)(C)C(C)(C)O2)[CH2:34][CH2:33][CH2:32][CH2:31][CH:30]=1.C(=O)([O-])[O-].[Cs+].[Cs+]. The catalyst is O1CCCC1.C(OCC)(=O)C.C1C=CC(P(C2C=CC=CC=2)[C-]2C=CC=C2)=CC=1.C1C=CC(P(C2C=CC=CC=2)[C-]2C=CC=C2)=CC=1.Cl[Pd]Cl.[Fe+2]. The product is [CH2:24]([C:5]1[N:6]([CH2:9][C:10]2[CH:15]=[CH:14][C:13]([C:16]3[C:17]([C:22]#[N:23])=[CH:18][CH:19]=[CH:20][CH:21]=3)=[CH:12][CH:11]=2)[C:7](=[O:8])[C:2]([C:29]2[CH2:34][CH2:33][CH2:32][CH2:31][CH:30]=2)=[C:3]([CH3:28])[N:4]=1)[CH2:25][CH2:26][CH3:27]. The yield is 0.860. (2) The reactants are [I-].[Sm+2].[I-].[C:4]([O:8][C:9]([N:11]1[C:20]2[C:15](=[CH:16][CH:17]=[C:18]([CH2:21][CH2:22][O:23][C:24]3[CH:25]=[C:26]4[C:30](=[CH:31][CH:32]=3)[N:29]([C:33]([C:40]3[CH:45]=[CH:44][CH:43]=[C:42]([O:46][CH2:47][C:48]5[CH:53]=[CH:52][CH:51]=[CH:50][CH:49]=5)[CH:41]=3)=[CH:34][C:35]([O:37][CH2:38][CH3:39])=[O:36])[CH:28]=[CH:27]4)[N:19]=2)[CH2:14][CH2:13][CH2:12]1)=[O:10])([CH3:7])([CH3:6])[CH3:5].CN(C)P(N(C)C)(N(C)C)=O.CO.[Cl-].[NH4+]. The catalyst is C(O)C. The product is [C:4]([O:8][C:9]([N:11]1[C:20]2[C:15](=[CH:16][CH:17]=[C:18]([CH2:21][CH2:22][O:23][C:24]3[CH:25]=[C:26]4[C:30](=[CH:31][CH:32]=3)[N:29]([CH:33]([C:40]3[CH:45]=[CH:44][CH:43]=[C:42]([O:46][CH2:47][C:48]5[CH:53]=[CH:52][CH:51]=[CH:50][CH:49]=5)[CH:41]=3)[CH2:34][C:35]([O:37][CH2:38][CH3:39])=[O:36])[CH:28]=[CH:27]4)[N:19]=2)[CH2:14][CH2:13][CH2:12]1)=[O:10])([CH3:5])([CH3:6])[CH3:7]. The yield is 0.500. (3) The reactants are F[C:2]1[CH:7]=[CH:6][CH:5]=[CH:4][N:3]=1.[NH:8]1[CH2:12][CH2:11][CH:10]([NH:13][C:14](=[O:20])[O:15][C:16]([CH3:19])([CH3:18])[CH3:17])[CH2:9]1. The catalyst is CCO. The product is [N:3]1[CH:4]=[CH:5][CH:6]=[CH:7][C:2]=1[N:8]1[CH2:12][CH2:11][CH:10]([NH:13][C:14](=[O:20])[O:15][C:16]([CH3:18])([CH3:17])[CH3:19])[CH2:9]1. The yield is 0.190. (4) The reactants are [OH:1][C:2]1[CH:3]=[N:4][CH:5]=[CH:6][CH:7]=1.C([O-])([O-])=O.[K+].[K+].F[C:15]1[CH:24]=[CH:23][C:18]([C:19]([O:21][CH3:22])=[O:20])=[CH:17][CH:16]=1.O. The catalyst is CN(C=O)C. The product is [N:4]1[CH:5]=[CH:6][CH:7]=[C:2]([O:1][C:15]2[CH:24]=[CH:23][C:18]([C:19]([O:21][CH3:22])=[O:20])=[CH:17][CH:16]=2)[CH:3]=1. The yield is 0.323.